Task: Predict the reactants needed to synthesize the given product.. Dataset: Full USPTO retrosynthesis dataset with 1.9M reactions from patents (1976-2016) (1) Given the product [S:1]1[C:5]2[CH:6]=[CH:7][CH:8]=[CH:9][C:4]=2[CH:3]=[C:2]1[CH2:10][N:30]1[CH2:29][CH2:28][N:27]([C:33]2[CH:40]=[CH:39][CH:38]=[CH:37][C:34]=2[C:35]#[N:36])[CH2:32][CH2:31]1, predict the reactants needed to synthesize it. The reactants are: [S:1]1[C:5]2[CH:6]=[CH:7][CH:8]=[CH:9][C:4]=2[CH:3]=[C:2]1[CH2:10]O.CS(OS(C)(=O)=O)(=O)=O.CC(=O)OCC.[N:27]1([C:33]2[CH:40]=[CH:39][CH:38]=[CH:37][C:34]=2[C:35]#[N:36])[CH2:32][CH2:31][NH:30][CH2:29][CH2:28]1. (2) Given the product [CH3:1][O:2][C:3]1[CH:4]=[C:5]2[C:10](=[CH:11][C:12]=1[O:13][CH2:14][CH:15]1[CH2:20][CH2:19][N:18]([CH2:33][CH2:34][N:35]3[CH2:39][CH2:38][CH2:37][CH2:36]3)[CH2:17][CH2:16]1)[N:9]=[CH:8][N:7]=[C:6]2[O:21][C:22]1[CH:23]=[C:24]2[C:28](=[CH:29][CH:30]=1)[NH:27][C:26]([CH3:31])=[CH:25]2, predict the reactants needed to synthesize it. The reactants are: [CH3:1][O:2][C:3]1[CH:4]=[C:5]2[C:10](=[CH:11][C:12]=1[O:13][CH2:14][CH:15]1[CH2:20][CH2:19][NH:18][CH2:17][CH2:16]1)[N:9]=[CH:8][N:7]=[C:6]2[O:21][C:22]1[CH:23]=[C:24]2[C:28](=[CH:29][CH:30]=1)[NH:27][C:26]([CH3:31])=[CH:25]2.Cl[CH2:33][CH2:34][N:35]1[CH2:39][CH2:38][CH2:37][CH2:36]1.C(=O)([O-])[O-].[Na+].[Na+].[I-].[K+].